From a dataset of Forward reaction prediction with 1.9M reactions from USPTO patents (1976-2016). Predict the product of the given reaction. (1) Given the reactants [Li+].[BH4-].[I:3][C:4]1[CH:18]=[C:17]([O:19][CH3:20])[C:16]([O:21][CH3:22])=[CH:15][C:5]=1[C:6]([NH:8][CH2:9][C:10](OCC)=[O:11])=[O:7].CO, predict the reaction product. The product is: [OH:11][CH2:10][CH2:9][NH:8][C:6](=[O:7])[C:5]1[CH:15]=[C:16]([O:21][CH3:22])[C:17]([O:19][CH3:20])=[CH:18][C:4]=1[I:3]. (2) Given the reactants [C:1]([O:5][C:6](=[O:19])[NH:7][C@H:8]([C:10]1[CH:15]=[CH:14][C:13]([CH:16]2[CH2:18][O:17]2)=[CH:12][CH:11]=1)[CH3:9])([CH3:4])([CH3:3])[CH3:2].[C:20]([NH2:25])([CH2:23][CH3:24])([CH3:22])[CH3:21], predict the reaction product. The product is: [C:1]([O:5][C:6](=[O:19])[NH:7][C@H:8]([C:10]1[CH:15]=[CH:14][C:13]([CH:16]([OH:17])[CH2:18][NH:25][C:20]([CH3:22])([CH3:21])[CH2:23][CH3:24])=[CH:12][CH:11]=1)[CH3:9])([CH3:4])([CH3:3])[CH3:2]. (3) Given the reactants Cl[C:2]1[CH:7]=[CH:6][N:5]=[C:4]([N:8]2[CH2:19][CH2:18][N:17]3[C:10](=[CH:11][C:12]4[CH2:13][C:14]([CH3:21])([CH3:20])[CH2:15][C:16]=43)[C:9]2=[O:22])[C:3]=1[CH:23]=[O:24].[CH3:25][N:26]1[CH:31]=[C:30](B2OC(C)(C)C(C)(C)O2)[CH:29]=[C:28]([NH:41][C:42]2[CH:51]=[C:45]3[CH2:46][N:47]([CH3:50])[CH2:48][CH2:49][N:44]3[N:43]=2)[C:27]1=[O:52], predict the reaction product. The product is: [CH3:20][C:14]1([CH3:21])[CH2:13][C:12]2[CH:11]=[C:10]3[N:17]([CH2:18][CH2:19][N:8]([C:4]4[C:3]([CH:23]=[O:24])=[C:2]([C:30]5[CH:29]=[C:28]([NH:41][C:42]6[CH:51]=[C:45]7[CH2:46][N:47]([CH3:50])[CH2:48][CH2:49][N:44]7[N:43]=6)[C:27](=[O:52])[N:26]([CH3:25])[CH:31]=5)[CH:7]=[CH:6][N:5]=4)[C:9]3=[O:22])[C:16]=2[CH2:15]1. (4) Given the reactants FC(F)(F)C(O)=O.[CH:8]1([CH:11]([C:13]2[CH:18]=[CH:17][C:16]([Cl:19])=[CH:15][C:14]=2[Cl:20])O)[CH2:10][CH2:9]1.[CH3:21][S:22][CH2:23][C:24]1[CH:25]=[CH:26][CH:27]=[C:28]2[C:32]=1[NH:31][CH:30]=[CH:29]2, predict the reaction product. The product is: [CH:8]1([CH:11]([C:13]2[CH:18]=[CH:17][C:16]([Cl:19])=[CH:15][C:14]=2[Cl:20])[C:29]2[C:28]3[C:32](=[C:24]([CH2:23][S:22][CH3:21])[CH:25]=[CH:26][CH:27]=3)[NH:31][CH:30]=2)[CH2:10][CH2:9]1. (5) Given the reactants [Cl:1][C:2]1[N:3]=[C:4](Cl)[C:5]2[S:10][CH:9]=[C:8]([C:11]3[CH:16]=[CH:15][CH:14]=[CH:13][CH:12]=3)[C:6]=2[N:7]=1.[CH2:18]([NH2:21])[CH:19]=[CH2:20], predict the reaction product. The product is: [CH2:18]([NH:21][C:4]1[C:5]2[S:10][CH:9]=[C:8]([C:11]3[CH:16]=[CH:15][CH:14]=[CH:13][CH:12]=3)[C:6]=2[N:7]=[C:2]([Cl:1])[N:3]=1)[CH:19]=[CH2:20]. (6) Given the reactants [O:1]1[CH:5]=[CH:4][C:3]([C:6]2[CH:16]=[C:15]([CH3:17])[C:9]([O:10][CH2:11][C:12]([O-])=[O:13])=[C:8]([CH3:18])[CH:7]=2)=[CH:2]1.[NH2:19][NH2:20], predict the reaction product. The product is: [O:1]1[CH:5]=[CH:4][C:3]([C:6]2[CH:16]=[C:15]([CH3:17])[C:9]([O:10][CH2:11][C:12]([NH:19][NH2:20])=[O:13])=[C:8]([CH3:18])[CH:7]=2)=[CH:2]1.